From a dataset of Reaction yield outcomes from USPTO patents with 853,638 reactions. Predict the reaction yield, written as a fraction of the theoretical maximum amount of product (1.0 means a 100% yield; for example, 0.34 means a 34% yield). (1) The reactants are C1C2C(C[O:15][C:16]([N:18]([CH2:34][C:35]3[N:39](C)[C:38]4[CH:41]=[CH:42][CH:43]=[CH:44][C:37]=4[N:36]=3)[CH2:19][CH2:20][NH:21][C@@H:22]([C@@H:30]([CH3:33])[CH2:31][CH3:32])[C:23]([O:25][C:26]([CH3:29])([CH3:28])[CH3:27])=[O:24])=O)C3C(=CC=CC=3)C=2C=CC=1.[CH2:45](NCC)C.C(=O)(OC1C=CC([N+]([O-])=O)=CC=1)OC1C=CC([N+]([O-])=O)=CC=1. The catalyst is CN(C)C=O.ClCCCl. The product is [CH3:33][C@@H:30]([CH2:31][CH3:32])[C@H:22]([N:21]1[CH2:20][CH2:19][N:18]([CH2:34][C:35]2[N:39]([CH3:45])[C:38]3[CH:41]=[CH:42][CH:43]=[CH:44][C:37]=3[N:36]=2)[C:16]1=[O:15])[C:23]([O:25][C:26]([CH3:27])([CH3:29])[CH3:28])=[O:24]. The yield is 0.590. (2) The reactants are C(OC([N:8]1[CH2:13][CH2:12][CH:11]([C:14]2[C:19]([N:20]3[CH2:25][CH2:24][CH:23]([CH2:26][OH:27])[CH2:22][CH2:21]3)=[N:18][CH:17]=[CH:16][N:15]=2)[CH2:10][CH2:9]1)=O)(C)(C)C.[ClH:28].CO. No catalyst specified. The product is [ClH:28].[NH:8]1[CH2:9][CH2:10][CH:11]([C:14]2[C:19]([N:20]3[CH2:25][CH2:24][CH:23]([CH2:26][OH:27])[CH2:22][CH2:21]3)=[N:18][CH:17]=[CH:16][N:15]=2)[CH2:12][CH2:13]1. The yield is 0.987. (3) The reactants are [CH:1]([C:4]1[CH:9]=[CH:8][C:7]([CH:10]2[C:14]3[C:15]([CH3:22])=[C:16]([OH:21])[C:17]([CH3:20])=[C:18]([CH3:19])[C:13]=3[O:12][C:11]2([CH3:24])[CH3:23])=[CH:6][CH:5]=1)([CH3:3])[CH3:2].Cl.Cl[CH2:27][C:28]1[CH:29]=[N:30][CH:31]=[CH:32][CH:33]=1. No catalyst specified. The product is [CH:1]([C:4]1[CH:9]=[CH:8][C:7]([CH:10]2[C:14]3[C:15]([CH3:22])=[C:16]([O:21][CH2:27][C:28]4[CH:29]=[N:30][CH:31]=[CH:32][CH:33]=4)[C:17]([CH3:20])=[C:18]([CH3:19])[C:13]=3[O:12][C:11]2([CH3:24])[CH3:23])=[CH:6][CH:5]=1)([CH3:3])[CH3:2]. The yield is 0.760.